Dataset: Full USPTO retrosynthesis dataset with 1.9M reactions from patents (1976-2016). Task: Predict the reactants needed to synthesize the given product. (1) Given the product [OH:19][CH:16]1[CH2:17][CH2:18][N:14]([C:12]([C:9]2[N:8]=[C:7]3[C:2]([C:25]4[CH:26]=[CH:27][C:22]([C:21]([F:32])([F:31])[F:20])=[CH:23][CH:24]=4)=[CH:3][N:4]=[CH:5][C:6]3=[N:11][CH:10]=2)=[O:13])[CH2:15]1, predict the reactants needed to synthesize it. The reactants are: Br[C:2]1[C:7]2=[N:8][C:9]([C:12]([N:14]3[CH2:18][CH2:17][CH:16]([OH:19])[CH2:15]3)=[O:13])=[CH:10][N:11]=[C:6]2[CH:5]=[N:4][CH:3]=1.[F:20][C:21]([F:32])([F:31])[C:22]1[CH:27]=[CH:26][C:25](B(O)O)=[CH:24][CH:23]=1.C(=O)([O-])[O-].[Cs+].[Cs+].O1CCOCC1. (2) Given the product [CH2:1]([C@@H:8]1[CH2:13][N:12]([CH2:14][C:15]2[CH:16]=[CH:17][CH:18]=[CH:19][CH:20]=2)[CH2:11][CH2:10][N:9]1[C:21]([C:23]1[CH:27]=[C:26]([CH3:28])[N:25]([C:29]2[CH:36]=[CH:35][CH:34]=[C:31]([C:32]3[NH:49][N:48]=[N:47][N:33]=3)[CH:30]=2)[C:24]=1[C:37]1[CH:38]=[CH:39][CH:40]=[CH:41][CH:42]=1)=[O:22])[C:2]1[CH:7]=[CH:6][CH:5]=[CH:4][CH:3]=1, predict the reactants needed to synthesize it. The reactants are: [CH2:1]([C@@H:8]1[CH2:13][N:12]([CH2:14][C:15]2[CH:20]=[CH:19][CH:18]=[CH:17][CH:16]=2)[CH2:11][CH2:10][N:9]1[C:21]([C:23]1[CH:27]=[C:26]([CH3:28])[N:25]([C:29]2[CH:30]=[C:31]([CH:34]=[CH:35][CH:36]=2)[C:32]#[N:33])[C:24]=1[C:37]1[CH:42]=[CH:41][CH:40]=[CH:39][CH:38]=1)=[O:22])[C:2]1[CH:7]=[CH:6][CH:5]=[CH:4][CH:3]=1.C[Si]([N:47]=[N+:48]=[N-:49])(C)C.C([Sn](=O)CCCC)CCC. (3) The reactants are: [CH3:1][C:2]1[CH:7]=[C:6]([N+:8]([O-:10])=[O:9])[CH:5]=[CH:4][C:3]=1[NH:11][S:12]([C:15]1[CH:16]=[C:17]([C:21]2[CH:26]=[CH:25][C:24]([F:27])=[CH:23][CH:22]=2)[CH:18]=[CH:19][CH:20]=1)(=[O:14])=[O:13].I[CH3:29]. Given the product [CH3:29][N:11]([C:3]1[CH:4]=[CH:5][C:6]([N+:8]([O-:10])=[O:9])=[CH:7][C:2]=1[CH3:1])[S:12]([C:15]1[CH:16]=[C:17]([C:21]2[CH:22]=[CH:23][C:24]([F:27])=[CH:25][CH:26]=2)[CH:18]=[CH:19][CH:20]=1)(=[O:14])=[O:13], predict the reactants needed to synthesize it.